From a dataset of Peptide-MHC class II binding affinity with 134,281 pairs from IEDB. Regression. Given a peptide amino acid sequence and an MHC pseudo amino acid sequence, predict their binding affinity value. This is MHC class II binding data. (1) The peptide sequence is APTGMFVAAAKYMVI. The MHC is DRB1_0802 with pseudo-sequence DRB1_0802. The binding affinity (normalized) is 0.145. (2) The MHC is HLA-DPA10103-DPB10601 with pseudo-sequence HLA-DPA10103-DPB10601. The binding affinity (normalized) is 0.782. The peptide sequence is EKKYFAATQFEPLAD. (3) The peptide sequence is IIFSKNLNIKLNMPL. The MHC is DRB1_0101 with pseudo-sequence DRB1_0101. The binding affinity (normalized) is 0.561. (4) The peptide sequence is MANSRAFALVLLFCA. The MHC is HLA-DPA10201-DPB11401 with pseudo-sequence HLA-DPA10201-DPB11401. The binding affinity (normalized) is 0.172.